The task is: Regression. Given two drug SMILES strings and cell line genomic features, predict the synergy score measuring deviation from expected non-interaction effect.. This data is from NCI-60 drug combinations with 297,098 pairs across 59 cell lines. Drug 1: CC=C1C(=O)NC(C(=O)OC2CC(=O)NC(C(=O)NC(CSSCCC=C2)C(=O)N1)C(C)C)C(C)C. Drug 2: C1=CC=C(C=C1)NC(=O)CCCCCCC(=O)NO. Cell line: M14. Synergy scores: CSS=43.9, Synergy_ZIP=6.55, Synergy_Bliss=7.39, Synergy_Loewe=-15.7, Synergy_HSA=2.36.